Task: Predict the product of the given reaction.. Dataset: Forward reaction prediction with 1.9M reactions from USPTO patents (1976-2016) (1) Given the reactants [N:1]1[CH:6]=[CH:5][CH:4]=[C:3]([CH2:7][NH:8][C:9]([NH2:11])=[S:10])[CH:2]=1.[C:12]([CH2:14][C:15](OCC)=[O:16])#[N:13], predict the reaction product. The product is: [NH2:13][C:12]1[N:8]([CH2:7][C:3]2[CH:2]=[N:1][CH:6]=[CH:5][CH:4]=2)[C:9](=[S:10])[NH:11][C:15](=[O:16])[CH:14]=1. (2) Given the reactants [C:1]([C:4]1[C:5]([C:23]2[CH:28]=[CH:27][C:26]([F:29])=[C:25]([Cl:30])[CH:24]=2)=[N:6][N:7]2[CH2:12][CH:11]([CH:13]3[CH2:15][CH2:14]3)[N:10](C(OC(C)(C)C)=O)[CH2:9][C:8]=12)(=[O:3])[NH2:2].C(O)(C(F)(F)F)=O, predict the reaction product. The product is: [Cl:30][C:25]1[CH:24]=[C:23]([C:5]2[C:4]([C:1]([NH2:2])=[O:3])=[C:8]3[CH2:9][NH:10][CH:11]([CH:13]4[CH2:14][CH2:15]4)[CH2:12][N:7]3[N:6]=2)[CH:28]=[CH:27][C:26]=1[F:29]. (3) Given the reactants CCCC[N+](CCCC)(CCCC)CCCC.[F-].[Si]([O:26][C@H:27]1[CH2:32][CH2:31][C@@:30]([C@H:34]2[CH2:42][CH2:41][C@@:40]3([CH3:43])[C@@H:36]([CH2:37][CH2:38][C:39]3=[CH2:44])[C@@H:35]2[CH2:45][N:46]2[CH:54]=[N:53][C:52]3[C:47]2=[N:48][CH:49]=[N:50][C:51]=3[NH2:55])([CH3:33])[C@@H:29]([CH2:56][O:57][Si](C(C)(C)C)(C)C)[CH2:28]1)(C(C)(C)C)(C)C, predict the reaction product. The product is: [NH2:55][C:51]1[N:50]=[CH:49][N:48]=[C:47]2[C:52]=1[N:53]=[CH:54][N:46]2[CH2:45][C@@H:35]1[C@@H:34]([C@@:30]2([CH3:33])[CH2:31][CH2:32][C@H:27]([OH:26])[CH2:28][C@@H:29]2[CH2:56][OH:57])[CH2:42][CH2:41][C@@:40]2([CH3:43])[C@H:36]1[CH2:37][CH2:38][C:39]2=[CH2:44]. (4) Given the reactants F[C:2]1[C:7]([C@@H:8]2[CH2:13][CH2:12][CH2:11][C@H:10]([OH:14])[CH2:9]2)=[CH:6][CH:5]=[CH:4][N:3]=1.[N:15]1[CH:20]=[CH:19][CH:18]=[CH:17][C:16]=1[NH:21][C:22]1[CH:27]=[CH:26][C:25]([OH:28])=[CH:24][CH:23]=1.C(=O)([O-])[O-].[Cs+].[Cs+], predict the reaction product. The product is: [N:15]1[CH:20]=[CH:19][CH:18]=[CH:17][C:16]=1[NH:21][C:22]1[CH:27]=[CH:26][C:25]([O:28][C:2]2[C:7]([C@@H:8]3[CH2:13][CH2:12][CH2:11][C@H:10]([OH:14])[CH2:9]3)=[CH:6][CH:5]=[CH:4][N:3]=2)=[CH:24][CH:23]=1.